This data is from Reaction yield outcomes from USPTO patents with 853,638 reactions. The task is: Predict the reaction yield, written as a fraction of the theoretical maximum amount of product (1.0 means a 100% yield; for example, 0.34 means a 34% yield). The reactants are C([O:3][C:4]([C:6]1[C:7]([C:12]2[CH:17]=[CH:16][C:15]([CH3:18])=[CH:14][CH:13]=2)=[N:8][O:9][C:10]=1[CH3:11])=O)C.C(OC(C1C(C2C=C(C)C=CC=2)=NOC=1C)=O)C. No catalyst specified. The product is [CH3:11][C:10]1[O:9][N:8]=[C:7]([C:12]2[CH:17]=[CH:16][C:15]([CH3:18])=[CH:14][CH:13]=2)[C:6]=1[CH2:4][OH:3]. The yield is 0.380.